Predict the reaction yield, written as a fraction of the theoretical maximum amount of product (1.0 means a 100% yield; for example, 0.34 means a 34% yield). From a dataset of Reaction yield outcomes from USPTO patents with 853,638 reactions. The reactants are [C:1]1([C@@H:7]2[CH2:9][C@H:8]2[NH:10][CH2:11][C@H:12]2[CH2:17][CH2:16][C@H:15]([C:18]([O:20]C)=[O:19])[CH2:14][CH2:13]2)[CH:6]=[CH:5][CH:4]=[CH:3][CH:2]=1.[OH-].[Na+]. The catalyst is CO. The product is [C:1]1([C@@H:7]2[CH2:9][C@H:8]2[NH:10][CH2:11][C@H:12]2[CH2:17][CH2:16][C@H:15]([C:18]([OH:20])=[O:19])[CH2:14][CH2:13]2)[CH:2]=[CH:3][CH:4]=[CH:5][CH:6]=1. The yield is 0.296.